Dataset: Full USPTO retrosynthesis dataset with 1.9M reactions from patents (1976-2016). Task: Predict the reactants needed to synthesize the given product. (1) Given the product [CH3:22][O:23][C:24](=[O:34])[CH2:25][C:26]1[CH:31]=[CH:30][C:29]([C:20]#[C:19][C:9]2[CH:8]=[C:7]([O:44][CH3:42])[C:6]3[CH:5]([N:4]([CH:1]4[CH2:2][CH2:3]4)[CH3:21])[CH2:14][CH2:13][C:12]([CH3:16])([CH3:15])[C:11]=3[CH:10]=2)=[CH:28][C:27]=1[F:33], predict the reactants needed to synthesize it. The reactants are: [CH:1]1([N:4]([CH3:21])[CH:5]2[CH2:14][CH2:13][C:12]([CH3:16])([CH3:15])[C:11]3[C:10](OC)=[C:9]([C:19]#[CH:20])[CH:8]=[CH:7][C:6]2=3)[CH2:3][CH2:2]1.[CH3:22][O:23][C:24](=[O:34])[CH2:25][C:26]1[CH:31]=[CH:30][C:29](I)=[CH:28][C:27]=1[F:33].C(N(CC)CC)C.[C:42](OCC)(=[O:44])C. (2) Given the product [CH2:27]([C@H:10]1[C@@H:9]([OH:8])[CH2:13][C:12](=[O:14])[N:11]1[C:15]1[CH:22]=[CH:21][C:18]([C:19]#[N:20])=[C:17]([C:23]([F:26])([F:24])[F:25])[CH:16]=1)[CH3:28], predict the reactants needed to synthesize it. The reactants are: [Si]([O:8][C@H:9]1[CH2:13][C:12](=[O:14])[N:11]([C:15]2[CH:22]=[CH:21][C:18]([C:19]#[N:20])=[C:17]([C:23]([F:26])([F:25])[F:24])[CH:16]=2)[C@H:10]1[CH2:27][CH3:28])(C(C)(C)C)(C)C.C(O)C.Cl.C(=O)([O-])O.[Na+]. (3) Given the product [N+:1]([C:4]1[CH:5]=[CH:6][C:7]([CH2:8][N:9]([CH2:10][CH3:11])[C:21](=[O:22])[O:23][C:24]([CH3:27])([CH3:26])[CH3:25])=[CH:12][CH:13]=1)([O-:3])=[O:2], predict the reactants needed to synthesize it. The reactants are: [N+:1]([C:4]1[CH:13]=[CH:12][C:7]([CH2:8][NH:9][CH2:10][CH3:11])=[CH:6][CH:5]=1)([O-:3])=[O:2].C(N(CC)CC)C.[C:21](O[C:21]([O:23][C:24]([CH3:27])([CH3:26])[CH3:25])=[O:22])([O:23][C:24]([CH3:27])([CH3:26])[CH3:25])=[O:22]. (4) Given the product [CH3:17][CH:16]([CH3:18])[C@H:11]([NH:8][C:9]([N:2]([CH3:1])[CH2:3][CH2:4][CH2:5][CH:6]=[CH2:7])=[O:10])[C:12]([O:14][CH3:15])=[O:13], predict the reactants needed to synthesize it. The reactants are: [CH3:1][NH:2][CH2:3][CH2:4][CH2:5][CH:6]=[CH2:7].[N:8]([C@@H:11]([CH:16]([CH3:18])[CH3:17])[C:12]([O:14][CH3:15])=[O:13])=[C:9]=[O:10]. (5) Given the product [CH2:9]([N:8]([CH3:7])[CH2:17][CH2:18][CH:19]1[CH2:21][O:20]1)[C:10]1[CH:15]=[CH:14][CH:13]=[CH:12][CH:11]=1, predict the reactants needed to synthesize it. The reactants are: C([O-])([O-])=O.[K+].[K+].[CH3:7][NH:8][CH2:9][C:10]1[CH:15]=[CH:14][CH:13]=[CH:12][CH:11]=1.Br[CH2:17][CH2:18][CH:19]1[CH2:21][O:20]1. (6) Given the product [Br:13][C:10]1[CH:11]=[C:12]2[C:7](=[CH:8][CH:9]=1)[N:6]([CH2:14][C:15]1[CH:16]=[CH:17][C:18]([O:21][CH3:22])=[CH:19][CH:20]=1)[C:5](=[O:23])[N:4]([CH3:24])[C:3]2([CH2:2][NH:1][C:34](=[O:35])[C:33]1[CH:37]=[CH:38][C:30]([F:29])=[CH:31][CH:32]=1)[C:25]([F:27])([F:28])[F:26], predict the reactants needed to synthesize it. The reactants are: [NH2:1][CH2:2][C:3]1([C:25]([F:28])([F:27])[F:26])[C:12]2[C:7](=[CH:8][CH:9]=[C:10]([Br:13])[CH:11]=2)[N:6]([CH2:14][C:15]2[CH:20]=[CH:19][C:18]([O:21][CH3:22])=[CH:17][CH:16]=2)[C:5](=[O:23])[N:4]1[CH3:24].[F:29][C:30]1[CH:38]=[CH:37][C:33]([C:34](O)=[O:35])=[CH:32][CH:31]=1.Cl.CN(C)CCCN=C=NCC.[H-].ON1C2C=CC=CC=2N=N1.N1C=CC=CC=1. (7) Given the product [Br:1][C:2]1[N:3]=[C:4]([NH:14][C:10]([CH3:13])([CH3:12])[CH3:11])[CH:5]=[CH:6][C:7]=1[F:8], predict the reactants needed to synthesize it. The reactants are: [Br:1][C:2]1[C:7]([F:8])=[CH:6][CH:5]=[CH:4][N+:3]=1[O-].[C:10]([NH2:14])([CH3:13])([CH3:12])[CH3:11].C1(C)C=CC(S(OS(C2C=CC(C)=CC=2)(=O)=O)(=O)=O)=CC=1.